From a dataset of M1 muscarinic receptor antagonist screen with 61,756 compounds. Binary Classification. Given a drug SMILES string, predict its activity (active/inactive) in a high-throughput screening assay against a specified biological target. (1) The result is 0 (inactive). The drug is S(c1n(c(=O)c2[nH]c3c(c2n1)cccc3)c1ccccc1)CC(=O)N1CCOCC1. (2) The drug is S(c1n(c(nn1)C1CCCCC1)CC=C)C(C(=O)NCc1cc2OCOc2cc1)C. The result is 0 (inactive). (3) The molecule is Oc1c(CNc2n(c3c(n2)cccc3)CC=C)cc(cc1)C. The result is 0 (inactive). (4) The compound is Clc1cc(NC(=O)CN(C(C(=O)NCC2CCCCC2)C)C)c(OC)cc1. The result is 0 (inactive). (5) The drug is OCCN1CCN(CC1)Cc1ccc(OCCCCCC)cc1. The result is 1 (active). (6) The drug is O(c1c(NC(=O)NCc2n(ccc2)C)ccc(OC)c1)C. The result is 0 (inactive).